Dataset: Forward reaction prediction with 1.9M reactions from USPTO patents (1976-2016). Task: Predict the product of the given reaction. (1) Given the reactants [Br:1][C:2]1[CH:6]=[N:5][N:4]([CH3:7])[C:3]=1[NH:8][C:9]1[CH:14]=[CH:13][C:12](I)=[CH:11][CH:10]=1.[F:16][C:17]([F:28])([F:27])[C:18]1[CH:23]=[CH:22][CH:21]=[CH:20][C:19]=1B(O)O.C(=O)([O-])[O-].[Cs+].[Cs+].COCCOC, predict the reaction product. The product is: [Br:1][C:2]1[CH:6]=[N:5][N:4]([CH3:7])[C:3]=1[NH:8][C:9]1[CH:14]=[CH:13][C:12]([C:19]2[CH:20]=[CH:21][CH:22]=[CH:23][C:18]=2[C:17]([F:28])([F:27])[F:16])=[CH:11][CH:10]=1. (2) Given the reactants [H-].[Na+].[CH2:3]([OH:10])[C:4]1[CH:9]=[CH:8][CH:7]=[CH:6][CH:5]=1.Cl[CH2:12][C:13](=[O:19])[CH2:14][C:15]([O:17][CH3:18])=[O:16], predict the reaction product. The product is: [CH3:18][O:17][C:15](=[O:16])[CH2:14][C:13](=[O:19])[CH2:12][O:10][CH2:3][C:4]1[CH:9]=[CH:8][CH:7]=[CH:6][CH:5]=1. (3) Given the reactants [CH3:1][NH:2][C:3](=[O:19])[CH2:4][CH2:5][CH2:6][CH2:7][C:8]1[CH:13]=[CH:12][C:11]([CH2:14][CH2:15][CH2:16][CH2:17][NH2:18])=[CH:10][N:9]=1.[H-].[Na+], predict the reaction product. The product is: [CH3:1][NH:2][C:3](=[O:19])[CH2:4][CH2:5][CH2:6][CH2:7][C:8]1[CH:13]=[CH:12][C:11]2[CH2:14][CH2:15][CH2:16][CH2:17][NH:18][C:10]=2[N:9]=1. (4) Given the reactants [OH:1][CH2:2][C:3]([CH3:25])([CH3:24])[C:4]([N:6]1[CH2:11][CH2:10][CH:9]([CH2:12][CH2:13][O:14][C:15]2[CH:23]=[CH:22][C:18]([C:19](O)=[O:20])=[CH:17][CH:16]=2)[CH2:8][CH2:7]1)=[O:5].[NH2:26][CH:27]1[CH:34]2[CH2:35][C:30]3([OH:37])[CH2:31][CH:32]([CH2:36][CH:28]1[CH2:29]3)[CH2:33]2, predict the reaction product. The product is: [OH:1][CH2:2][C:3]([CH3:25])([CH3:24])[C:4]([N:6]1[CH2:7][CH2:8][CH:9]([CH2:12][CH2:13][O:14][C:15]2[CH:23]=[CH:22][C:18]([C:19]([NH:26][CH:27]3[CH:28]4[CH2:36][CH:32]5[CH2:31][C:30]([OH:37])([CH2:35][CH:34]3[CH2:33]5)[CH2:29]4)=[O:20])=[CH:17][CH:16]=2)[CH2:10][CH2:11]1)=[O:5]. (5) Given the reactants [Br:1][C:2]1[CH:11]=[CH:10][C:5]2[S:6][CH:7]=[C:8]([CH3:9])[C:4]=2[CH:3]=1.[Al+3].[Cl-].[Cl-].[Cl-].[C:16](Cl)(=[O:18])[CH3:17], predict the reaction product. The product is: [Br:1][C:2]1[CH:11]=[CH:10][C:5]2[S:6][C:7]([C:16](=[O:18])[CH3:17])=[C:8]([CH3:9])[C:4]=2[CH:3]=1. (6) Given the reactants [NH:1]1[C:9]2[CH2:8][CH2:7][CH2:6][NH:5][C:4]=2[C:3]([C:10]([O:12][CH3:13])=[O:11])=[N:2]1.[I:14][C:15]1[CH:16]=[C:17](B(O)O)[CH:18]=[CH:19][CH:20]=1, predict the reaction product. The product is: [I:14][C:15]1[CH:20]=[C:19]([N:1]2[C:9]3[CH2:8][CH2:7][CH2:6][NH:5][C:4]=3[C:3]([C:10]([O:12][CH3:13])=[O:11])=[N:2]2)[CH:18]=[CH:17][CH:16]=1. (7) Given the reactants [NH2:1][C:2]1([C:6]2[CH:11]=[CH:10][C:9]([C:12]3[O:29][C:15]4[N:16]=[C:17]([N:22]5[CH2:27][CH2:26][CH:25](N)[CH2:24][CH2:23]5)[N:18]=[C:19]([O:20][CH3:21])[C:14]=4[C:13]=3[C:30]3[CH:35]=[CH:34][CH:33]=[CH:32][CH:31]=3)=[CH:8][CH:7]=2)[CH2:5][CH2:4][CH2:3]1.COC1C2C(C3C=CC=CC=3)=C(C3C=CC(C4(NC(=O)OC(C)(C)C)CCC4)=CC=3)OC=2N=C(N2CCCCC2)N=1, predict the reaction product. The product is: [CH3:21][O:20][C:19]1[C:14]2[C:13]([C:30]3[CH:35]=[CH:34][CH:33]=[CH:32][CH:31]=3)=[C:12]([C:9]3[CH:8]=[CH:7][C:6]([C:2]4([NH2:1])[CH2:5][CH2:4][CH2:3]4)=[CH:11][CH:10]=3)[O:29][C:15]=2[N:16]=[C:17]([N:22]2[CH2:27][CH2:26][CH2:25][CH2:24][CH2:23]2)[N:18]=1.